This data is from Forward reaction prediction with 1.9M reactions from USPTO patents (1976-2016). The task is: Predict the product of the given reaction. (1) Given the reactants [Cl:1][C:2]1[CH:7]=[C:6]([F:8])[CH:5]=[CH:4][C:3]=1[F:9].C([N-]C(C)C)(C)C.[Li+].CN(C)[CH:20]=[O:21].C(O)(=O)C, predict the reaction product. The product is: [Cl:1][C:2]1[C:3]([F:9])=[CH:4][CH:5]=[C:6]([F:8])[C:7]=1[CH:20]=[O:21]. (2) Given the reactants [CH:1]1([CH2:4][OH:5])[CH2:3][CH2:2]1.CC([O-])(C)C.[K+].[Br:12][C:13]1[CH:18]=[C:17]([N+:19]([O-:21])=[O:20])[CH:16]=[CH:15][C:14]=1F, predict the reaction product. The product is: [Br:12][C:13]1[CH:18]=[C:17]([N+:19]([O-:21])=[O:20])[CH:16]=[CH:15][C:14]=1[O:5][CH2:4][CH:1]1[CH2:3][CH2:2]1. (3) The product is: [C:1]([CH2:4][CH2:5][C:6]1[C:7]([C:12]([OH:14])=[O:13])=[C:8]([CH3:11])[NH:9][CH:10]=1)([OH:3])=[O:2]. Given the reactants [C:1]([CH2:4][CH2:5][C:6]1[C:7]([C:12]([O:14]CC)=[O:13])=[C:8]([CH3:11])[NH:9][CH:10]=1)([OH:3])=[O:2].[OH-].[K+], predict the reaction product.